The task is: Predict the product of the given reaction.. This data is from Forward reaction prediction with 1.9M reactions from USPTO patents (1976-2016). (1) Given the reactants [H-].[Na+].[N:3]1[CH:8]=[CH:7][CH:6]=[CH:5][C:4]=1[CH2:9][OH:10].[Cl:11][C:12]1[CH:17]=[C:16]([N+:18]([O-:20])=[O:19])[CH:15]=[CH:14][C:13]=1F, predict the reaction product. The product is: [Cl:11][C:12]1[CH:17]=[C:16]([N+:18]([O-:20])=[O:19])[CH:15]=[CH:14][C:13]=1[O:10][CH2:9][C:4]1[CH:5]=[CH:6][CH:7]=[CH:8][N:3]=1. (2) The product is: [C:31]1([S:28]([N:17]2[C:18]3[CH:19]=[CH:20][CH:21]=[C:22]([C:24]([O:26][CH3:27])=[O:25])[C:23]=3[C:15]([CH2:14][CH2:13][NH:3][C@H:4]3[CH:9]4[CH2:10][CH2:11][N:6]([CH2:7][CH2:8]4)[CH2:5]3)=[CH:16]2)(=[O:29])=[O:30])[CH:32]=[CH:33][CH:34]=[CH:35][CH:36]=1. Given the reactants Cl.Cl.[NH2:3][C@H:4]1[CH:9]2[CH2:10][CH2:11][N:6]([CH2:7][CH2:8]2)[CH2:5]1.O=[CH:13][CH2:14][C:15]1[C:23]2[C:22]([C:24]([O:26][CH3:27])=[O:25])=[CH:21][CH:20]=[CH:19][C:18]=2[N:17]([S:28]([C:31]2[CH:36]=[CH:35][CH:34]=[CH:33][CH:32]=2)(=[O:30])=[O:29])[CH:16]=1.C(O[BH-](OC(=O)C)OC(=O)C)(=O)C.[Na+], predict the reaction product.